This data is from Reaction yield outcomes from USPTO patents with 853,638 reactions. The task is: Predict the reaction yield, written as a fraction of the theoretical maximum amount of product (1.0 means a 100% yield; for example, 0.34 means a 34% yield). (1) The reactants are Br[C:2]1[CH:3]=[C:4]([C:10]#[N:11])[S:5][C:6]=1[N+:7]([O-:9])=[O:8].[Br:12][C:13]1[CH:14]=[C:15]([SH:19])[CH:16]=[CH:17][CH:18]=1.C(N(CC)CC)C.C1C[O:30]CC1. No catalyst specified. The product is [Br:12][C:13]1[CH:14]=[C:15]([S:19]([C:2]2[CH:3]=[C:4]([C:10]#[N:11])[S:5][C:6]=2[N+:7]([O-:9])=[O:8])=[O:30])[CH:16]=[CH:17][CH:18]=1. The yield is 0.600. (2) The reactants are [Br:1][C:2]1[C:3](Cl)=[N:4][CH:5]=[CH:6][CH:7]=1.[CH3:9][C@@H:10]1[CH2:15][NH:14][CH2:13][CH2:12][NH:11]1.C(N(CC)C(C)C)(C)C. The catalyst is CN1C(=O)CCC1. The product is [Br:1][C:2]1[C:3]([N:11]2[CH2:12][CH2:13][NH:14][CH2:15][C@H:10]2[CH3:9])=[N:4][CH:5]=[CH:6][CH:7]=1. The yield is 0.220. (3) The reactants are F[C:2]1[CH:3]=[C:4]([C:9]2[CH:10]=[C:11]([C:20]([O:22]C)=[O:21])[C:12](=[O:19])[N:13](CC(C)C)[N:14]=2)[CH:5]=[CH:6][C:7]=1[F:8].[F:24]C1C=C(F)C=CC=1C(=O)CC(C(OCC)=O)(O)C(OCC)=O. No catalyst specified. The product is [C:20]([C:11]1[C:12](=[O:19])[NH:13][N:14]=[C:9]([C:4]2[CH:5]=[CH:6][C:7]([F:8])=[CH:2][C:3]=2[F:24])[CH:10]=1)([OH:22])=[O:21]. The yield is 0.952. (4) The reactants are [CH3:1][O:2][C:3]1[C:13]2[C:12]([C:14]3[CH:15]=[C:16]([CH:19]=[CH:20][CH:21]=3)[C:17]#[N:18])=[N:11][CH2:10][C:9](=[O:22])[NH:8][C:7]=2[CH:6]=[C:5]([O:23][CH3:24])[C:4]=1[C:25]1[CH:30]=[CH:29][CH:28]=[CH:27][CH:26]=1.CI.Br[CH2:34][C:35]1[CH:40]=[CH:39][C:38]([C:41]([F:44])([F:43])[F:42])=[CH:37][CH:36]=1. No catalyst specified. The product is [CH3:1][O:2][C:3]1[C:13]2[C:12]([C:14]3[CH:15]=[C:16]([CH:19]=[CH:20][CH:21]=3)[C:17]#[N:18])=[N:11][CH2:10][C:9](=[O:22])[N:8]([CH2:34][C:35]3[CH:36]=[CH:37][C:38]([C:41]([F:42])([F:43])[F:44])=[CH:39][CH:40]=3)[C:7]=2[CH:6]=[C:5]([O:23][CH3:24])[C:4]=1[C:25]1[CH:30]=[CH:29][CH:28]=[CH:27][CH:26]=1. The yield is -0.690. (5) The reactants are [Cl:1][C:2]1[CH:10]=[C:9]2[C:5]([CH:6]=[C:7]([CH:11]=O)[NH:8]2)=[CH:4][CH:3]=1.[CH:13]1([CH2:16][NH2:17])[CH2:15][CH2:14]1.[O-]S([O-])(=O)=O.[Mg+2].C(N(CC)CC)C.[Cl:31][C:32]1[CH:37]=[CH:36][C:35]([CH2:38][C:39](Cl)=[O:40])=[CH:34][CH:33]=1. The catalyst is C(Cl)Cl. The product is [Cl:1][C:2]1[CH:10]=[C:9]2[C:5]([CH:6]=[C:7]([CH:11]3[N:17]([CH2:16][CH:13]4[CH2:15][CH2:14]4)[C:39](=[O:40])[CH:38]3[C:35]3[CH:36]=[CH:37][C:32]([Cl:31])=[CH:33][CH:34]=3)[NH:8]2)=[CH:4][CH:3]=1. The yield is 0.180. (6) The reactants are [Cl:1][C:2]1[CH:7]=[CH:6][C:5]([C:8]2[CH:12]=[C:11]([C:13]([O:15]CC)=[O:14])[S:10][N:9]=2)=[C:4]([O:18][CH3:19])[CH:3]=1.[OH-].[Na+].Cl. The catalyst is C(O)C. The product is [Cl:1][C:2]1[CH:7]=[CH:6][C:5]([C:8]2[CH:12]=[C:11]([C:13]([OH:15])=[O:14])[S:10][N:9]=2)=[C:4]([O:18][CH3:19])[CH:3]=1. The yield is 0.430.